Dataset: Forward reaction prediction with 1.9M reactions from USPTO patents (1976-2016). Task: Predict the product of the given reaction. (1) Given the reactants [CH2:1]([C:3]1[CH:7]=[C:6]([CH2:8][CH3:9])[N:5]([CH2:10][C:11]([O:13]CC)=[O:12])[N:4]=1)[CH3:2].[OH-].[Na+], predict the reaction product. The product is: [CH2:1]([C:3]1[CH:7]=[C:6]([CH2:8][CH3:9])[N:5]([CH2:10][C:11]([OH:13])=[O:12])[N:4]=1)[CH3:2]. (2) Given the reactants O=C1CC([O:8][C@@H:9]2[CH2:13][NH:12][C:11](=[O:14])[CH2:10]2)CCO1.[CH2:15]([NH:22][C:23]([C:25]1[S:29][C:28](Br)=[N:27][C:26]=1[CH3:31])=[O:24])[C:16]1[CH:21]=[CH:20][CH:19]=[CH:18][CH:17]=1.C(=O)([O-])[O-].[Cs+].[Cs+].ClCCl, predict the reaction product. The product is: [CH2:15]([NH:22][C:23]([C:25]1[S:29][C:28]([N:12]2[CH2:13][C@@H:9]([OH:8])[CH2:10][C:11]2=[O:14])=[N:27][C:26]=1[CH3:31])=[O:24])[C:16]1[CH:17]=[CH:18][CH:19]=[CH:20][CH:21]=1. (3) Given the reactants [NH2:1][N:2]1[C:11]2[C:6](=[CH:7][CH:8]=[CH:9][CH:10]=2)[C:5]([OH:12])=[C:4]([C:13]2[NH:18][C:17]3[CH:19]=[CH:20][C:21]([O:23][CH2:24][C:25]4[CH:30]=[CH:29][CH:28]=[CH:27][CH:26]=4)=[CH:22][C:16]=3[S:15](=[O:32])(=[O:31])[N:14]=2)[C:3]1=[O:33].C(O[CH:37](OCC)[CH2:38][CH3:39])C, predict the reaction product. The product is: [CH2:24]([O:23][C:21]1[CH:20]=[CH:19][C:17]2[NH:18][C:13]([C:4]3[C:3](=[O:33])[N:2]([N:1]=[CH:37][CH2:38][CH3:39])[C:11]4[C:6]([C:5]=3[OH:12])=[CH:7][CH:8]=[CH:9][CH:10]=4)=[N:14][S:15](=[O:32])(=[O:31])[C:16]=2[CH:22]=1)[C:25]1[CH:26]=[CH:27][CH:28]=[CH:29][CH:30]=1.